From a dataset of CYP1A2 inhibition data for predicting drug metabolism from PubChem BioAssay. Regression/Classification. Given a drug SMILES string, predict its absorption, distribution, metabolism, or excretion properties. Task type varies by dataset: regression for continuous measurements (e.g., permeability, clearance, half-life) or binary classification for categorical outcomes (e.g., BBB penetration, CYP inhibition). Dataset: cyp1a2_veith. (1) The drug is COc1ccc(C(=O)N2CCC3(CCCN(Cc4nccs4)C3)CC2)cc1. The result is 0 (non-inhibitor). (2) The drug is Cc1ccc(CSc2nc3c(c(SCC(=O)O)n2)CCCC3)cc1. The result is 0 (non-inhibitor). (3) The compound is COC(=O)N1CCC2(CCCN(c3ccc(-c4ccccc4)cc3)C2)CC1. The result is 1 (inhibitor). (4) The drug is COc1ccc(CC(=O)Nc2ccc(-c3nnc(-c4ccccc4)o3)cc2)cc1. The result is 0 (non-inhibitor). (5) The compound is C=CCSc1nc(Oc2ccccc2)c2sccc2n1. The result is 1 (inhibitor). (6) The result is 1 (inhibitor). The compound is COc1cccc(-c2cc3nc(-c4ccccc4)cc(N4CCC5(CC4)OCCO5)n3n2)c1. (7) The drug is CS(=O)(=O)N1CCC2(CCN(Cc3ccc(C#N)cc3)CC2)CC1. The result is 0 (non-inhibitor).